This data is from Catalyst prediction with 721,799 reactions and 888 catalyst types from USPTO. The task is: Predict which catalyst facilitates the given reaction. (1) Reactant: [N:1]1([CH:7]2[CH2:12][CH2:11][NH:10][CH2:9][CH2:8]2)[CH2:6][CH2:5][CH2:4][CH2:3][CH2:2]1.[Cl:13][C:14](Cl)([O:16]C(=O)OC(Cl)(Cl)Cl)Cl. Product: [C:14]([Cl:13])(=[O:16])[NH2:1].[N:1]1([CH:7]2[CH2:12][CH2:11][NH:10][CH2:9][CH2:8]2)[CH2:6][CH2:5][CH2:4][CH2:3][CH2:2]1. The catalyst class is: 4. (2) Reactant: [C:1]([N:5]1[C:9]([C:10]2[CH:15]=[CH:14][C:13]([F:16])=[CH:12][CH:11]=2)=[C:8]([C:17]2[S:18][CH:19]=[C:20]([CH2:22][C:23](O)=[O:24])[N:21]=2)[CH:7]=[N:6]1)([CH3:4])([CH3:3])[CH3:2].CN(C(ON1N=NC2C=CC=NC1=2)=[N+](C)C)C.F[P-](F)(F)(F)(F)F.CCN(C(C)C)C(C)C.[CH3:59][NH:60][CH2:61][C:62]1[CH:67]=[CH:66][N:65]=[CH:64][CH:63]=1. Product: [C:1]([N:5]1[C:9]([C:10]2[CH:15]=[CH:14][C:13]([F:16])=[CH:12][CH:11]=2)=[C:8]([C:17]2[S:18][CH:19]=[C:20]([CH2:22][C:23]([N:60]([CH3:59])[CH2:61][C:62]3[CH:67]=[CH:66][N:65]=[CH:64][CH:63]=3)=[O:24])[N:21]=2)[CH:7]=[N:6]1)([CH3:4])([CH3:3])[CH3:2]. The catalyst class is: 18. (3) Reactant: [CH2:1]([O:5][CH2:6][CH2:7][O:8][C:9]1[CH:14]=[CH:13][C:12]([C:15]2[CH:16]=[CH:17][C:18]3[NH:24][CH2:23][CH2:22][C:21]([C:25]([OH:27])=[O:26])=[CH:20][C:19]=3[CH:28]=2)=[CH:11][CH:10]=1)[CH2:2][CH2:3][CH3:4].[F:29][C:30]([F:41])([F:40])[C:31](O[C:31](=[O:32])[C:30]([F:41])([F:40])[F:29])=[O:32].C(=O)(O)[O-].[Na+].Cl. Product: [CH2:1]([O:5][CH2:6][CH2:7][O:8][C:9]1[CH:10]=[CH:11][C:12]([C:15]2[CH:16]=[CH:17][C:18]3[N:24]([C:31](=[O:32])[C:30]([F:41])([F:40])[F:29])[CH2:23][CH2:22][C:21]([C:25]([OH:27])=[O:26])=[CH:20][C:19]=3[CH:28]=2)=[CH:13][CH:14]=1)[CH2:2][CH2:3][CH3:4]. The catalyst class is: 531. (4) Reactant: [CH:1]1([CH2:6][CH:7]([C:11]2[CH:16]=[CH:15][C:14]([S:17]([CH3:20])(=[O:19])=[O:18])=[CH:13][CH:12]=2)[C:8]([OH:10])=O)[CH2:5][CH2:4][CH2:3][CH2:2]1.C1C=CC2N(O)N=NC=2C=1.C1CCC(N=C=NC2CCCCC2)CC1.[CH2:46]([O:48][C:49](=[O:58])[CH2:50][C:51]1[N:52]=[C:53]([NH2:57])[S:54][C:55]=1[CH3:56])[CH3:47].CCN(C(C)C)C(C)C. Product: [CH2:46]([O:48][C:49](=[O:58])[CH2:50][C:51]1[N:52]=[C:53]([NH:57][C:8](=[O:10])[CH:7]([C:11]2[CH:16]=[CH:15][C:14]([S:17]([CH3:20])(=[O:19])=[O:18])=[CH:13][CH:12]=2)[CH2:6][CH:1]2[CH2:2][CH2:3][CH2:4][CH2:5]2)[S:54][C:55]=1[CH3:56])[CH3:47]. The catalyst class is: 85. (5) Reactant: [NH2:1][C:2]1[CH:7]=[CH:6][C:5]([N:8]2[C:14](=[O:15])[CH2:13][C:12](=[O:16])[NH:11][C:10]3[C:17]4[C:22]([CH:23]=[CH:24][C:9]2=3)=[CH:21][CH:20]=[CH:19][CH:18]=4)=[CH:4][CH:3]=1.[N+:25]([C:28]1[CH:33]=[CH:32][CH:31]=[CH:30][C:29]=1[S:34](Cl)(=[O:36])=[O:35])([O-:27])=[O:26]. Product: [O:16]=[C:12]1[NH:11][C:10]2[C:17]3[C:22]([CH:23]=[CH:24][C:9]=2[N:8]([C:5]2[CH:6]=[CH:7][C:2]([NH:1][S:34]([C:29]4[CH:30]=[CH:31][CH:32]=[CH:33][C:28]=4[N+:25]([O-:27])=[O:26])(=[O:35])=[O:36])=[CH:3][CH:4]=2)[C:14](=[O:15])[CH2:13]1)=[CH:21][CH:20]=[CH:19][CH:18]=3. The catalyst class is: 17.